This data is from Full USPTO retrosynthesis dataset with 1.9M reactions from patents (1976-2016). The task is: Predict the reactants needed to synthesize the given product. (1) Given the product [NH2:30][C:4]1[CH:5]=[C:6]([CH:28]=[CH:29][C:3]=1[C:1]#[N:2])[C:7]([NH:9][C:10]1[C:15]([CH3:16])=[CH:14][C:13]([C:17]([F:26])([C:22]([F:23])([F:24])[F:25])[C:18]([F:19])([F:20])[F:21])=[CH:12][C:11]=1[CH3:27])=[O:8], predict the reactants needed to synthesize it. The reactants are: [C:1]([C:3]1[CH:29]=[CH:28][C:6]([C:7]([NH:9][C:10]2[C:15]([CH3:16])=[CH:14][C:13]([C:17]([F:26])([C:22]([F:25])([F:24])[F:23])[C:18]([F:21])([F:20])[F:19])=[CH:12][C:11]=2[CH3:27])=[O:8])=[CH:5][C:4]=1[N+:30]([O-])=O)#[N:2].[Sn](Cl)(Cl)(Cl)Cl.Cl.[OH-].[Na+]. (2) Given the product [Cl:1][C:2]1[CH:3]=[CH:4][C:5]2[O:9][CH:8]=[CH:7][C:6]=2[CH:13]=1, predict the reactants needed to synthesize it. The reactants are: [Cl:1][C:2]1[CH:3]=[CH:4][C:5]2[O:9][C:8](C(O)=O)=[CH:7][C:6]=2[CH:13]=1. (3) Given the product [Cl:29][C:25]1[CH:24]=[C:23]2[C:28](=[CH:27][CH:26]=1)[N:20]([S:17]([C:15]1[CH:14]=[CH:13][C:12]([O:31][CH3:32])=[C:11]([N:8]3[CH2:9][CH2:10][NH:5][CH2:6][CH2:7]3)[CH:16]=1)(=[O:19])=[O:18])[CH:21]=[C:22]2[CH3:30], predict the reactants needed to synthesize it. The reactants are: ClC(Cl)(Cl)C([N:5]1[CH2:10][CH2:9][N:8]([C:11]2[CH:16]=[C:15]([S:17]([N:20]3[C:28]4[C:23](=[CH:24][C:25]([Cl:29])=[CH:26][CH:27]=4)[C:22]([CH3:30])=[CH:21]3)(=[O:19])=[O:18])[CH:14]=[CH:13][C:12]=2[O:31][CH3:32])[CH2:7][CH2:6]1)=O.[OH-].[K+].